This data is from Full USPTO retrosynthesis dataset with 1.9M reactions from patents (1976-2016). The task is: Predict the reactants needed to synthesize the given product. (1) Given the product [F:8][C:9]1[CH:10]=[CH:11][C:12]([CH2:15][CH2:16][C:17]2[N:50]=[C:37]3[CH:33]([CH:34]([CH3:35])[CH3:36])[NH:32][C:40](=[O:48])[C:39]3=[C:44]([C:54]3[CH:68]=[CH:67][C:57]([C:58]([NH:60][CH2:61][C:62]4[O:63][CH:64]=[CH:65][CH:66]=4)=[O:59])=[CH:56][CH:55]=3)[CH:18]=2)=[CH:13][CH:14]=1, predict the reactants needed to synthesize it. The reactants are: FC(F)(F)C([O-])=O.[F:8][C:9]1[CH:14]=[CH:13][C:12]([CH2:15][CH2:16][C:17](=O)[CH2:18][N+]2C=CC=CC=2)=[CH:11][CH:10]=1.C(OC(=O)[NH:32][C@@H:33]([C:37]([CH:39]1[C:44](=O)OC(C)(C)O[C:40]1=[O:48])=O)[CH:34]([CH3:36])[CH3:35])(C)(C)C.[NH4+:50].[OH-].C([C:54]1[CH:68]=[CH:67][C:57]([C:58]([NH:60][CH2:61][C:62]2[O:63][CH:64]=[CH:65][CH:66]=2)=[O:59])=[CH:56][CH:55]=1)=O. (2) Given the product [N:1]1([C:6]2[CH:11]=[CH:10][C:9]([CH:12]([NH:17][CH2:16][CH2:15][NH2:18])[CH3:13])=[CH:8][CH:7]=2)[CH:5]=[N:4][N:3]=[N:2]1, predict the reactants needed to synthesize it. The reactants are: [N:1]1([C:6]2[CH:11]=[CH:10][C:9]([C:12](=O)[CH3:13])=[CH:8][CH:7]=2)[CH:5]=[N:4][N:3]=[N:2]1.[CH2:15]([NH2:18])[CH2:16][NH2:17]. (3) Given the product [F:1][C:2]1[CH:33]=[CH:32][C:5]([CH2:6][C:7]2[CH:16]=[C:15]3[C:10]([C:11]([OH:31])=[C:12]([C:26]([NH:41][CH2:40][CH2:39][CH2:38][O:37][CH:35]([CH3:36])[CH3:34])=[O:27])[C:13](=[O:25])[N:14]3[CH2:17][CH2:18][N:19]3[CH2:23][CH2:22][CH2:21][C:20]3=[O:24])=[N:9][CH:8]=2)=[CH:4][CH:3]=1, predict the reactants needed to synthesize it. The reactants are: [F:1][C:2]1[CH:33]=[CH:32][C:5]([CH2:6][C:7]2[CH:16]=[C:15]3[C:10]([C:11]([OH:31])=[C:12]([C:26](OCC)=[O:27])[C:13](=[O:25])[N:14]3[CH2:17][CH2:18][N:19]3[CH2:23][CH2:22][CH2:21][C:20]3=[O:24])=[N:9][CH:8]=2)=[CH:4][CH:3]=1.[CH3:34][CH:35]([O:37][CH2:38][CH2:39][CH2:40][NH2:41])[CH3:36]. (4) Given the product [CH3:12][CH:10]([O:9][C:8]1[CH:7]=[CH:6][C:5]([C:13]2[O:17][N:16]=[C:15]([C:18]3[CH:27]=[CH:26][CH:25]=[C:24]4[C:19]=3[CH2:20][CH2:21][NH:22][CH2:23]4)[N:14]=2)=[CH:4][C:3]=1[C:1]#[N:2])[CH3:11], predict the reactants needed to synthesize it. The reactants are: [C:1]([C:3]1[CH:4]=[C:5]([C:13]2[O:17][N:16]=[C:15]([C:18]3[CH:27]=[CH:26][CH:25]=[C:24]4[C:19]=3[CH2:20][CH2:21][N:22](C(OC(C)(C)C)=O)[CH2:23]4)[N:14]=2)[CH:6]=[CH:7][C:8]=1[O:9][CH:10]([CH3:12])[CH3:11])#[N:2].Cl. (5) Given the product [NH2:1][C:2]1[CH:10]=[CH:9][C:5]([C:6]([N:34]2[CH2:35][CH2:36][N:31]([CH2:30][C:27]3[CH:28]=[CH:29][C:24]([C:18]([OH:23])([C:19]([F:20])([F:21])[F:22])[C:17]([F:38])([F:16])[F:37])=[CH:25][CH:26]=3)[CH2:32][CH2:33]2)=[O:8])=[CH:4][C:3]=1[O:11][C:12]([F:15])([F:14])[F:13], predict the reactants needed to synthesize it. The reactants are: [NH2:1][C:2]1[CH:10]=[CH:9][C:5]([C:6]([OH:8])=O)=[CH:4][C:3]=1[O:11][C:12]([F:15])([F:14])[F:13].[F:16][C:17]([F:38])([F:37])[C:18]([C:24]1[CH:29]=[CH:28][C:27]([CH2:30][N:31]2[CH2:36][CH2:35][NH:34][CH2:33][CH2:32]2)=[CH:26][CH:25]=1)([OH:23])[C:19]([F:22])([F:21])[F:20].C(N(CC)CC)C.CCCP1(OP(CCC)(=O)OP(CCC)(=O)O1)=O. (6) Given the product [CH:1]1([N:4]([C@@H:5]([C:7]2[C:15]3[C:10](=[N:11][C:12]([CH3:16])=[CH:13][CH:14]=3)[N:9]([CH2:17][CH2:18][CH2:19][NH:20][C:21]([O:22][CH3:23])=[O:24])[N:8]=2)[CH3:6])[C:41]([C@@H:34]2[O:35][C@H:36]([CH2:38][O:39][CH3:40])[CH2:37][N:32]([C:30]([O:29][C:25]([CH3:28])([CH3:27])[CH3:26])=[O:31])[CH2:33]2)=[O:42])[CH2:3][CH2:2]1, predict the reactants needed to synthesize it. The reactants are: [CH:1]1([NH:4][C@@H:5]([C:7]2[C:15]3[C:10](=[N:11][C:12]([CH3:16])=[CH:13][CH:14]=3)[N:9]([CH2:17][CH2:18][CH2:19][NH:20][C:21](=[O:24])[O:22][CH3:23])[N:8]=2)[CH3:6])[CH2:3][CH2:2]1.[C:25]([O:29][C:30]([N:32]1[CH2:37][C@@H:36]([CH2:38][O:39][CH3:40])[O:35][C@@H:34]([C:41](O)=[O:42])[CH2:33]1)=[O:31])([CH3:28])([CH3:27])[CH3:26].Cl.C(N=C=NCCCN(C)C)C.ON1C2C=CC=CC=2N=N1.C(=O)([O-])O.[Na+]. (7) Given the product [Cl:31][C:32]1[CH:41]=[C:40]2[C:35]([C:36]([N:42]3[CH2:47][CH2:46][N:45]([C:67]([NH:66][C:63]4[CH:64]=[CH:65][C:60]([CH:57]([CH3:59])[CH3:58])=[CH:61][CH:62]=4)=[O:68])[CH2:44][CH2:43]3)=[CH:37][CH:38]=[N:39]2)=[CH:34][CH:33]=1, predict the reactants needed to synthesize it. The reactants are: ClC1C=C2C(C(N3CCN(C(NC4C=CC(C(F)(F)F)=CC=4)=O)CC3)=CC=N2)=CC=1.[Cl:31][C:32]1[CH:41]=[C:40]2[C:35]([C:36]([N:42]3[CH2:47][CH2:46][NH:45][CH2:44][CH2:43]3)=[CH:37][CH:38]=[N:39]2)=[CH:34][CH:33]=1.C(N(C(C)C)CC)(C)C.[CH:57]([C:60]1[CH:65]=[CH:64][C:63]([N:66]=[C:67]=[O:68])=[CH:62][CH:61]=1)([CH3:59])[CH3:58]. (8) Given the product [Cl:26][C:27]1[CH:32]=[CH:31][C:30]([CH2:33][O:1][C:2]2[CH:7]=[CH:6][N:5]([C:8]3[CH:9]=[CH:10][C:11]4[N:15]=[C:14]([CH:16]5[CH2:18][CH:17]5[C:19]([OH:22])([CH3:20])[CH3:21])[N:13]([CH3:23])[C:12]=4[CH:24]=3)[C:4](=[O:25])[CH:3]=2)=[CH:29][C:28]=1[F:35], predict the reactants needed to synthesize it. The reactants are: [OH:1][C:2]1[CH:7]=[CH:6][N:5]([C:8]2[CH:9]=[CH:10][C:11]3[N:15]=[C:14]([CH:16]4[CH2:18][CH:17]4[C:19]([OH:22])([CH3:21])[CH3:20])[N:13]([CH3:23])[C:12]=3[CH:24]=2)[C:4](=[O:25])[CH:3]=1.[Cl:26][C:27]1[CH:32]=[CH:31][C:30]([CH2:33]O)=[CH:29][C:28]=1[F:35].C(P(CCCC)CCCC)CCC.N(C(N1CCCCC1)=O)=NC(N1CCCCC1)=O. (9) The reactants are: [Br:1][C:2]1[CH:3]=[C:4]([C:10]2[CH2:14][CH2:13][CH2:12][C:11]=2[C:15]2[CH:16]=[CH:17][C:18]([F:26])=[C:19]([CH:25]=2)[C:20]([O:22]CC)=[O:21])[C:5]([O:8]C)=[N:6][CH:7]=1.Br.C(=O)(O)[O-].[Na+]. Given the product [Br:1][C:2]1[CH:3]=[C:4]([C:10]2[CH2:14][CH2:13][CH2:12][C:11]=2[C:15]2[CH:16]=[CH:17][C:18]([F:26])=[C:19]([CH:25]=2)[C:20]([OH:22])=[O:21])[C:5](=[O:8])[NH:6][CH:7]=1, predict the reactants needed to synthesize it.